Dataset: Forward reaction prediction with 1.9M reactions from USPTO patents (1976-2016). Task: Predict the product of the given reaction. (1) Given the reactants C1(C)C=CC=CC=1.C1COCC1.Cl.[OH:14][C@@:15]([C:43]1[CH:44]=[C:45]2[C:50](=[CH:51][CH:52]=1)[CH:49]=[C:48]([C:53]([NH:55][CH3:56])=[O:54])[CH:47]=[CH:46]2)([C:19]1[N:20]=[CH:21][N:22](C(C2C=CC=CC=2)(C2C=CC=CC=2)C2C=CC=CC=2)[CH:23]=1)[CH2:16][CH2:17][OH:18], predict the reaction product. The product is: [OH:14][C@@:15]([C:43]1[CH:44]=[C:45]2[C:50](=[CH:51][CH:52]=1)[CH:49]=[C:48]([C:53]([NH:55][CH3:56])=[O:54])[CH:47]=[CH:46]2)([C:19]1[N:20]=[CH:21][NH:22][CH:23]=1)[CH2:16][CH2:17][OH:18]. (2) The product is: [O:3]1[CH:7]=[CH:6][CH:5]=[C:4]1[CH2:8][NH:9][C:10]1[N:11]=[C:12]([NH:24][C:25]2[CH:26]=[C:27]3[C:28](=[CH:33][CH:34]=2)[NH:29][CH:30]=[CH:35]3)[N:13]=[C:14]([NH:16][C:17]2[CH:22]=[CH:21][C:20]([OH:23])=[CH:19][CH:18]=2)[N:15]=1. Given the reactants OO.[O:3]1[CH:7]=[CH:6][CH:5]=[C:4]1[CH2:8][NH:9][C:10]1[N:15]=[C:14]([NH:16][C:17]2[CH:22]=[CH:21][C:20]([OH:23])=[CH:19][CH:18]=2)[N:13]=[C:12]([NH:24][C:25]2[CH:34]=[CH:33][C:28]3[NH:29][C:30](=O)N[C:27]=3[CH:26]=2)[N:11]=1.[C:35]([O-])([O-])=O.[K+].[K+].CS(C)=O, predict the reaction product.